From a dataset of Forward reaction prediction with 1.9M reactions from USPTO patents (1976-2016). Predict the product of the given reaction. (1) Given the reactants [C:1](#[N:3])[CH3:2].CC([O-])(CC)C.[K+].[CH3:11][C:12]1([C:18](OC)=O)[CH2:17][CH2:16][CH2:15][CH2:14][CH2:13]1.Cl.[C:23]1([CH3:31])[CH:28]=[CH:27][C:26]([NH:29][NH2:30])=[CH:25][CH:24]=1.Cl, predict the reaction product. The product is: [CH3:11][C:12]1([C:18]2[CH:2]=[C:1]([NH2:3])[N:29]([C:26]3[CH:27]=[CH:28][C:23]([CH3:31])=[CH:24][CH:25]=3)[N:30]=2)[CH2:17][CH2:16][CH2:15][CH2:14][CH2:13]1. (2) Given the reactants [C:1]([O:5][C@@H:6]([C:12]1[C:38]([CH3:39])=[N:37][C:36]2=[CH:40][C:33]3=[N:34][N:35]2[C:13]=1[N:14]1[CH2:43][CH2:42][C:17]([CH3:44])([O:18][CH2:19][CH2:20][CH2:21][CH2:22][CH2:23][C:24]2[CH:25]=[C:26]([F:41])[CH:27]=[CH:28][C:29]=2[CH2:30][O:31][CH2:32]3)[CH2:16][CH2:15]1)[C:7]([O:9]CC)=[O:8])([CH3:4])([CH3:3])[CH3:2].[OH-].[Na+], predict the reaction product. The product is: [C:1]([O:5][C@@H:6]([C:12]1[C:38]([CH3:39])=[N:37][C:36]2=[CH:40][C:33]3=[N:34][N:35]2[C:13]=1[N:14]1[CH2:15][CH2:16][C:17]([CH3:44])([O:18][CH2:19][CH2:20][CH2:21][CH2:22][CH2:23][C:24]2[CH:25]=[C:26]([F:41])[CH:27]=[CH:28][C:29]=2[CH2:30][O:31][CH2:32]3)[CH2:42][CH2:43]1)[C:7]([OH:9])=[O:8])([CH3:4])([CH3:2])[CH3:3]. (3) The product is: [CH3:7][O:18][C:19]([O:2][CH3:1])([CH2:27][CH3:28])[CH2:20][S:21][CH2:22][C:23]([O:25][CH3:26])=[O:24]. Given the reactants [CH:1]([O-])([O-])[O:2]C.O.[C:7]1(C)C=CC(S(O)(=O)=O)=CC=1.[O:18]=[C:19]([CH2:27][CH3:28])[CH2:20][S:21][CH2:22][C:23]([O:25][CH3:26])=[O:24].C[O-].[Na+], predict the reaction product. (4) Given the reactants [C:1]([C:3]1[CH:4]=[C:5]([NH:15][C:16](=[O:19])[O:17][CH3:18])[CH:6]=[CH:7][C:8]=1[S:9]([CH:12]([CH3:14])[CH3:13])(=[O:11])=[O:10])#[N:2], predict the reaction product. The product is: [NH2:2][CH2:1][C:3]1[CH:4]=[C:5]([NH:15][C:16](=[O:19])[O:17][CH3:18])[CH:6]=[CH:7][C:8]=1[S:9]([CH:12]([CH3:14])[CH3:13])(=[O:11])=[O:10]. (5) Given the reactants C([N:8]1[CH2:12][C@@H:11]([N+:13]([O-])=O)[C@H:10]([CH:16]([F:18])[F:17])[CH2:9]1)C1C=CC=CC=1, predict the reaction product. The product is: [F:17][CH:16]([F:18])[C@@H:10]1[CH2:9][NH:8][CH2:12][C@H:11]1[NH2:13]. (6) Given the reactants Br[C:2]1[CH:7]=[CH:6][C:5]([S:8]([N:11]([CH3:13])[CH3:12])(=[O:10])=[O:9])=[CH:4][CH:3]=1.C(N(CC)CC)C.[C:21]([C:23]1[CH:30]=[CH:29][CH:28]=[CH:27][C:24]=1[CH:25]=[O:26])#[CH:22].C(OCC)(=O)C, predict the reaction product. The product is: [CH:25]([C:24]1[CH:27]=[CH:28][CH:29]=[CH:30][C:23]=1[C:21]#[C:22][C:2]1[CH:7]=[CH:6][C:5]([S:8]([N:11]([CH3:13])[CH3:12])(=[O:10])=[O:9])=[CH:4][CH:3]=1)=[O:26]. (7) Given the reactants Cl[C:2]1[C:7]2=[CH:8][N:9]([CH2:11][C:12]3[CH:13]=[N:14][C:15]([O:19][CH2:20][C:21]([F:24])([F:23])[F:22])=[C:16]([CH3:18])[CH:17]=3)[N:10]=[C:6]2[CH:5]=[CH:4][N:3]=1.[NH:25]1[CH2:30][CH2:29][O:28][CH2:27][CH2:26]1.C(=O)([O-])[O-].[K+].[K+], predict the reaction product. The product is: [CH3:18][C:16]1[CH:17]=[C:12]([CH2:11][N:9]2[CH:8]=[C:7]3[C:2]([N:25]4[CH2:30][CH2:29][O:28][CH2:27][CH2:26]4)=[N:3][CH:4]=[CH:5][C:6]3=[N:10]2)[CH:13]=[N:14][C:15]=1[O:19][CH2:20][C:21]([F:24])([F:23])[F:22].